This data is from Reaction yield outcomes from USPTO patents with 853,638 reactions. The task is: Predict the reaction yield, written as a fraction of the theoretical maximum amount of product (1.0 means a 100% yield; for example, 0.34 means a 34% yield). The reactants are Cl[C:2]([N:4]1[CH2:9][CH2:8][N:7]([C:10]([O:12][CH2:13][C:14]2[CH:19]=[CH:18][CH:17]=[CH:16][CH:15]=2)=[O:11])[CH2:6][CH2:5]1)=[O:3].[Cl:20][C:21]1[CH:38]=[CH:37][C:24]([CH2:25][NH:26][CH2:27][CH2:28][NH:29][C:30](=[O:36])[O:31][C:32]([CH3:35])([CH3:34])[CH3:33])=[CH:23][CH:22]=1.CCN(C(C)C)C(C)C. The catalyst is ClCCl. The product is [C:32]([O:31][C:30]([NH:29][CH2:28][CH2:27][N:26]([CH2:25][C:24]1[CH:37]=[CH:38][C:21]([Cl:20])=[CH:22][CH:23]=1)[C:2]([N:4]1[CH2:9][CH2:8][N:7]([C:10]([O:12][CH2:13][C:14]2[CH:19]=[CH:18][CH:17]=[CH:16][CH:15]=2)=[O:11])[CH2:6][CH2:5]1)=[O:3])=[O:36])([CH3:35])([CH3:33])[CH3:34]. The yield is 0.380.